This data is from Catalyst prediction with 721,799 reactions and 888 catalyst types from USPTO. The task is: Predict which catalyst facilitates the given reaction. (1) Reactant: [NH2:1][C:2]1[CH:3]=[C:4]([CH:8]=[CH:9][CH:10]=1)[C:5]([OH:7])=[O:6].Cl[C:12]([O:14][C:15]1[CH:20]=[CH:19][CH:18]=[CH:17][CH:16]=1)=[O:13]. Product: [C:15]1([O:14][C:12]([NH:1][C:2]2[CH:3]=[C:4]([CH:8]=[CH:9][CH:10]=2)[C:5]([OH:7])=[O:6])=[O:13])[CH:20]=[CH:19][CH:18]=[CH:17][CH:16]=1. The catalyst class is: 821. (2) Product: [Br:24][C:14]1[NH:15][C:16]2[C:12]([N:13]=1)=[C:11]([N:18]1[CH2:19][CH2:20][O:21][CH2:22][CH2:23]1)[N:10]=[C:9]([N:4]1[CH2:5][C@@H:6]([CH3:8])[O:7][C@@H:2]([CH3:1])[CH2:3]1)[N:17]=2. The catalyst class is: 2. Reactant: [CH3:1][C@@H:2]1[O:7][C@H:6]([CH3:8])[CH2:5][N:4]([C:9]2[N:17]=[C:16]3[C:12]([N:13]=[CH:14][NH:15]3)=[C:11]([N:18]3[CH2:23][CH2:22][O:21][CH2:20][CH2:19]3)[N:10]=2)[CH2:3]1.[Br:24]Br.S([O-])([O-])(=O)=S.[Na+].[Na+]. (3) Product: [Cl:12][C:4]1[CH:5]=[CH:6][C:7]([N+:9]([O-:11])=[O:10])=[CH:8][C:3]=1[CH2:2][S:20][C:18]1[N:17]=[C:16]([OH:21])[CH:15]=[C:14]([CH3:13])[N:19]=1. Reactant: Br[CH2:2][C:3]1[CH:8]=[C:7]([N+:9]([O-:11])=[O:10])[CH:6]=[CH:5][C:4]=1[Cl:12].[CH3:13][C:14]1[N:19]=[C:18]([SH:20])[N:17]=[C:16]([OH:21])[CH:15]=1.C(N(CC)CC)C. The catalyst class is: 8. (4) Reactant: C(=O)([O-])[O-].[Cs+].[Cs+].[CH3:7][C:8]([CH3:17])([CH3:16])[CH2:9][CH2:10][CH2:11][S:12]([NH2:15])(=[O:14])=[O:13].[Cl:18][C:19]1[C:24]([O:25][C:26]2[CH:31]=[CH:30][CH:29]=[CH:28][C:27]=2[O:32][CH3:33])=[C:23](Cl)[N:22]=[C:21]([C:35]2[N:40]=[CH:39][CH:38]=[CH:37][N:36]=2)[N:20]=1. Product: [Cl:18][C:19]1[N:20]=[C:21]([C:35]2[N:40]=[CH:39][CH:38]=[CH:37][N:36]=2)[N:22]=[C:23]([NH:15][S:12]([CH2:11][CH2:10][CH2:9][C:8]([CH3:17])([CH3:16])[CH3:7])(=[O:14])=[O:13])[C:24]=1[O:25][C:26]1[CH:31]=[CH:30][CH:29]=[CH:28][C:27]=1[O:32][CH3:33]. The catalyst class is: 9. (5) Reactant: Cl.[NH2:2][C@@H:3]([CH2:6][O:7][CH3:8])[CH2:4][OH:5].C(N(C(C)C)CC)(C)C.[CH:18](=O)[C:19]1[CH:24]=[CH:23][CH:22]=[CH:21][CH:20]=1.[BH4-].[Na+]. Product: [CH2:18]([NH:2][C@@H:3]([CH2:6][O:7][CH3:8])[CH2:4][OH:5])[C:19]1[CH:24]=[CH:23][CH:22]=[CH:21][CH:20]=1. The catalyst class is: 24. (6) Reactant: [CH3:1][O:2][C:3](=[O:15])[C:4]1[CH:9]=[CH:8][C:7]([C:10]([F:13])([F:12])[F:11])=[N:6][C:5]=1Br.O1CCOCC1.O.[NH2:23][NH2:24]. Product: [CH3:1][O:2][C:3](=[O:15])[C:4]1[CH:9]=[CH:8][C:7]([C:10]([F:13])([F:12])[F:11])=[N:6][C:5]=1[NH:23][NH2:24]. The catalyst class is: 6.